From a dataset of Catalyst prediction with 721,799 reactions and 888 catalyst types from USPTO. Predict which catalyst facilitates the given reaction. (1) Reactant: Br[CH2:2][CH2:3]Br.C(=O)([O-])[O-].[K+].[K+].[Br:11][C:12]1[C:13]([F:22])=[C:14]([OH:21])[C:15]([OH:20])=[C:16]([O:18][CH3:19])[CH:17]=1.Cl. Product: [Br:11][C:12]1[CH:17]=[C:16]([O:18][CH3:19])[C:15]2[O:20][CH2:2][CH2:3][O:21][C:14]=2[C:13]=1[F:22]. The catalyst class is: 3. (2) Reactant: [CH:1]1([N:6]2[CH2:11][CH2:10][N:9]([C:12]([C:14]3[CH:15]=[C:16]4[C:20](=[CH:21][CH:22]=3)[NH:19][C:18]([C:23]([N:25]3[CH2:30][CH2:29][C:28]([F:32])([F:31])[CH2:27][CH2:26]3)=[O:24])=[CH:17]4)=[O:13])[CH2:8][CH2:7]2)[CH2:5][CH2:4][CH2:3][CH2:2]1.[H-].[Na+].[CH3:35][S:36](Cl)(=[O:38])=[O:37]. Product: [CH:1]1([N:6]2[CH2:7][CH2:8][N:9]([C:12]([C:14]3[CH:15]=[C:16]4[C:20](=[CH:21][CH:22]=3)[N:19]([S:36]([CH3:35])(=[O:38])=[O:37])[C:18]([C:23]([N:25]3[CH2:26][CH2:27][C:28]([F:31])([F:32])[CH2:29][CH2:30]3)=[O:24])=[CH:17]4)=[O:13])[CH2:10][CH2:11]2)[CH2:5][CH2:4][CH2:3][CH2:2]1. The catalyst class is: 9. (3) Reactant: [C:1]([C:4]1[C:13]2[C:8](=[CH:9][CH:10]=[CH:11][CH:12]=2)[N:7]=[C:6]([C:14]2[CH:19]=[CH:18][CH:17]=[CH:16][CH:15]=2)[C:5]=1[CH3:20])(O)=[O:2].C(Cl)(=O)C(Cl)=O.C([O-])([O-])=O.[K+].[K+].[CH:33]1([C@@H:39]([NH2:41])[CH3:40])[CH2:38][CH2:37][CH2:36][CH2:35][CH2:34]1. Product: [CH:33]1([C@@H:39]([NH:41][C:1]([C:4]2[C:13]3[C:8](=[CH:9][CH:10]=[CH:11][CH:12]=3)[N:7]=[C:6]([C:14]3[CH:19]=[CH:18][CH:17]=[CH:16][CH:15]=3)[C:5]=2[CH3:20])=[O:2])[CH3:40])[CH2:38][CH2:37][CH2:36][CH2:35][CH2:34]1. The catalyst class is: 59. (4) Reactant: [CH3:1][O:2][C:3]1[CH:4]=[C:5]([CH2:11][NH:12][CH2:13][CH2:14][C:15]([NH:17][CH3:18])=[O:16])[CH:6]=[C:7]([O:9][CH3:10])[CH:8]=1.C(N(CC)CC)C.[Br:26][C:27]1[C:28](Cl)=[N:29][C:30]([Cl:33])=[N:31][CH:32]=1. Product: [Br:26][C:27]1[C:28]([N:12]([CH2:11][C:5]2[CH:6]=[C:7]([O:9][CH3:10])[CH:8]=[C:3]([O:2][CH3:1])[CH:4]=2)[CH2:13][CH2:14][C:15]([NH:17][CH3:18])=[O:16])=[N:29][C:30]([Cl:33])=[N:31][CH:32]=1. The catalyst class is: 2. (5) Reactant: [C:1]([NH:8][C@H:9]([C:19]([O:21][C:22]([CH3:25])([CH3:24])[CH3:23])=[O:20])[CH2:10][CH2:11][C:12]([O:14][C:15]([CH3:18])([CH3:17])[CH3:16])=[O:13])([O:3][C:4]([CH3:7])([CH3:6])[CH3:5])=[O:2].C[Si]([N-][Si](C)(C)C)(C)C.[Li+].[CH2:36]([O:43][C:44]1[CH:51]=[CH:50][C:47]([CH2:48]Br)=[CH:46][CH:45]=1)[C:37]1[CH:42]=[CH:41][CH:40]=[CH:39][CH:38]=1. Product: [CH2:36]([O:43][C:44]1[CH:45]=[CH:46][C:47]([CH2:48][C@H:11]([C:12]([O:14][C:15]([CH3:16])([CH3:18])[CH3:17])=[O:13])[CH2:10][C@@H:9]([C:19]([O:21][C:22]([CH3:25])([CH3:24])[CH3:23])=[O:20])[NH:8][C:1]([O:3][C:4]([CH3:7])([CH3:6])[CH3:5])=[O:2])=[CH:50][CH:51]=1)[C:37]1[CH:38]=[CH:39][CH:40]=[CH:41][CH:42]=1. The catalyst class is: 7. (6) Product: [CH3:1][C:2]1[C:3]2[CH:4]=[CH:5][C:6](=[O:30])[N:7]3[C@H:14]([CH2:15][N:16]4[CH2:17][CH2:18][CH:19]([NH:22][C:23](=[O:29])[O:24][C:25]([CH3:27])([CH3:26])[CH3:28])[CH2:20][CH2:21]4)[CH2:13][N:9]([C:8]=23)[C:10](=[O:12])[CH:11]=1. The catalyst class is: 2. Reactant: [CH3:1][CH:2]1[CH2:11][C:10](=[O:12])[N:9]2[CH2:13][C@@H:14]([CH2:15][N:16]3[CH2:21][CH2:20][CH:19]([NH:22][C:23](=[O:29])[O:24][C:25]([CH3:28])([CH3:27])[CH3:26])[CH2:18][CH2:17]3)[N:7]3[C:8]2=[C:3]1[CH:4]=[CH:5][C:6]3=[O:30].C(C1C(=O)C(Cl)=C(Cl)C(=O)C=1C#N)#N.C([O-])([O-])=O.[K+].[K+]. (7) Reactant: [S:1]1[CH:5]=[CH:4][CH:3]=[C:2]1[C:6](Cl)=[O:7].[F:9][C:10]1[CH:11]=[C:12]2[C:17](=[CH:18][CH:19]=1)[N:16]([CH3:20])[C:15](=[O:21])[C:14]([C:22]#[N:23])=[C:13]2[N:24]1[CH2:29][CH2:28][NH:27][CH2:26][CH2:25]1. Product: [F:9][C:10]1[CH:11]=[C:12]2[C:17](=[CH:18][CH:19]=1)[N:16]([CH3:20])[C:15](=[O:21])[C:14]([C:22]#[N:23])=[C:13]2[N:24]1[CH2:25][CH2:26][N:27]([C:6]([C:2]2[S:1][CH:5]=[CH:4][CH:3]=2)=[O:7])[CH2:28][CH2:29]1. The catalyst class is: 17.